From a dataset of Reaction yield outcomes from USPTO patents with 853,638 reactions. Predict the reaction yield, written as a fraction of the theoretical maximum amount of product (1.0 means a 100% yield; for example, 0.34 means a 34% yield). The reactants are [C:1]([O:5][C:6](=[O:13])[C@@H:7]1[CH2:11][CH2:10][C:9](=[O:12])[NH:8]1)([CH3:4])([CH3:3])[CH3:2].[Li+].CC([N-]C(C)C)C.[N:22]([C:25]1[CH:33]=[CH:32][CH:31]=[CH:30][C:26]=1[C:27](Cl)=[O:28])=[N+:23]=[N-:24]. The catalyst is C1COCC1. The product is [C:1]([O:5][C:6]([C@@H:7]1[CH2:11][CH2:10][C:9](=[O:12])[N:8]1[C:27](=[O:28])[C:26]1[CH:30]=[CH:31][CH:32]=[CH:33][C:25]=1[N:22]=[N+:23]=[N-:24])=[O:13])([CH3:4])([CH3:2])[CH3:3]. The yield is 0.820.